From a dataset of Reaction yield outcomes from USPTO patents with 853,638 reactions. Predict the reaction yield, written as a fraction of the theoretical maximum amount of product (1.0 means a 100% yield; for example, 0.34 means a 34% yield). (1) The catalyst is C(Cl)Cl.C([O-])(=O)C.[Cu+2].C([O-])(=O)C. The product is [Br:1][C:2]1[CH:3]=[C:4]2[C:8](=[CH:9][CH:10]=1)[N:7]([C:30]1[CH:35]=[CH:34][CH:33]=[CH:32][CH:31]=1)[C:6](=[O:11])/[C:5]/2=[N:12]\[C:13]1[CH:18]=[CH:17][CH:16]=[C:15]([C:19]([F:20])([F:22])[F:21])[CH:14]=1. The yield is 0.200. The reactants are [Br:1][C:2]1[CH:3]=[C:4]2[C:8](=[CH:9][CH:10]=1)[NH:7][C:6](=[O:11])/[C:5]/2=[N:12]\[C:13]1[CH:18]=[CH:17][CH:16]=[C:15]([C:19]([F:22])([F:21])[F:20])[CH:14]=1.C(N(CC)CC)C.[C:30]1(B(O)O)[CH:35]=[CH:34][CH:33]=[CH:32][CH:31]=1. (2) The yield is 0.380. The reactants are CC1(C)C(C)(C)OB([C:9]2[CH2:14][CH2:13][CH:12]([C:15]([O:17][CH2:18][CH3:19])=[O:16])[CH2:11][CH:10]=2)O1.Br[C:22]1[C:23]([OH:29])=[N:24][C:25]([CH3:28])=[N:26][CH:27]=1.C(=O)([O-])[O-].[K+].[K+]. The product is [CH2:18]([O:17][C:15]([CH:12]1[CH2:13][CH2:14][C:9]([C:22]2[C:23]([OH:29])=[N:24][C:25]([CH3:28])=[N:26][CH:27]=2)=[CH:10][CH2:11]1)=[O:16])[CH3:19]. The catalyst is COCCOC.O.C1C=CC(P(C2C=CC=CC=2)[C-]2C=CC=C2)=CC=1.C1C=CC(P(C2C=CC=CC=2)[C-]2C=CC=C2)=CC=1.Cl[Pd]Cl.[Fe+2]. (3) The reactants are [C:1]([N:9]1[CH2:14][CH2:13][O:12][C:11]([CH2:21][NH:22][C:23]([O:25][C:26]([CH3:29])([CH3:28])[CH3:27])=[O:24])([C:15](OCC=C)=O)[C:10]1=[O:30])(=[O:8])[C:2]1[CH:7]=[CH:6][CH:5]=[CH:4][CH:3]=1.[CH3:31][CH2:32]OC(C)=O. No catalyst specified. The product is [CH2:15]([C@:11]1([CH2:21][NH:22][C:23](=[O:24])[O:25][C:26]([CH3:29])([CH3:27])[CH3:28])[O:12][CH2:13][CH2:14][N:9]([C:1](=[O:8])[C:2]2[CH:3]=[CH:4][CH:5]=[CH:6][CH:7]=2)[C:10]1=[O:30])[CH:31]=[CH2:32]. The yield is 0.920.